Task: Predict the product of the given reaction.. Dataset: Forward reaction prediction with 1.9M reactions from USPTO patents (1976-2016) Given the reactants Br[CH2:2][C:3]([C:5]1[CH:10]=[CH:9][CH:8]=[C:7]([C:11]([F:14])([F:13])[F:12])[CH:6]=1)=[O:4].B.C1COCC1, predict the reaction product. The product is: [F:12][C:11]([F:14])([F:13])[C:7]1[CH:6]=[C:5]([C@@H:3]2[CH2:2][O:4]2)[CH:10]=[CH:9][CH:8]=1.